This data is from hERG Central: cardiac toxicity at 1µM, 10µM, and general inhibition. The task is: Predict hERG channel inhibition at various concentrations. Results: hERG_inhib (hERG inhibition (general)): blocker. The compound is CCOC(=O)c1cccc(OCC(O)CNCCOc2ccccc2F)c1.